From a dataset of Forward reaction prediction with 1.9M reactions from USPTO patents (1976-2016). Predict the product of the given reaction. (1) Given the reactants [Cl:1][C:2]1[CH:9]=[C:8]([C:10]2[CH:14]=[CH:13][NH:12][N:11]=2)[CH:7]=[C:6]([F:15])[C:3]=1[C:4]#[N:5].O[C@@H:17]([CH3:27])[CH2:18][NH:19]C(=O)OC(C)(C)C, predict the reaction product. The product is: [NH2:19][CH2:18][C@H:17]([N:12]1[CH:13]=[CH:14][C:10]([C:8]2[CH:7]=[C:6]([F:15])[C:3]([C:4]#[N:5])=[C:2]([Cl:1])[CH:9]=2)=[N:11]1)[CH3:27]. (2) Given the reactants C[O:2][C:3]1[CH:8]=[CH:7][N:6]=[CH:5][CH:4]=1.[F:9][C:10]1[CH:15]=[CH:14][C:13]([Mg]Br)=[CH:12][CH:11]=1.Cl[C:19]([O:21][C:22]1[CH:27]=[CH:26][CH:25]=[CH:24][CH:23]=1)=[O:20], predict the reaction product. The product is: [F:9][C:10]1[CH:15]=[CH:14][C:13]([CH:7]2[CH2:8][C:3](=[O:2])[CH:4]=[CH:5][N:6]2[C:19]([O:21][C:22]2[CH:27]=[CH:26][CH:25]=[CH:24][CH:23]=2)=[O:20])=[CH:12][CH:11]=1. (3) Given the reactants [I:1][C:2]1[N:3]=[C:4]([C@@H:8]2[CH2:12][CH2:11][C@H:10]([CH3:13])[N:9]2[C:14]([O:16][C:17]([CH3:20])([CH3:19])[CH3:18])=[O:15])[NH:5][C:6]=1I.S([O-])([O-])(=O)=S.[Na+].[Na+], predict the reaction product. The product is: [I:1][C:2]1[NH:3][C:4]([C@@H:8]2[CH2:12][CH2:11][C@H:10]([CH3:13])[N:9]2[C:14]([O:16][C:17]([CH3:18])([CH3:20])[CH3:19])=[O:15])=[N:5][CH:6]=1. (4) The product is: [CH3:38][O:39][C:32]1[N:31]=[N:30][C:29]([C:26]2[CH:27]=[CH:28][C:23]([C:20]3([C:17]4[N:13]5[CH2:14][CH2:15][S:16][C:10]([CH2:9][OH:8])([CH3:36])[CH2:11][C:12]5=[N:19][N:18]=4)[CH2:21][CH2:22]3)=[CH:24][CH:25]=2)=[CH:34][CH:33]=1. Given the reactants [Si]([O:8][CH2:9][C:10]1([CH3:36])[S:16][CH2:15][CH2:14][N:13]2[C:17]([C:20]3([C:23]4[CH:28]=[CH:27][C:26]([C:29]5[N:30]=[N:31][C:32](Cl)=[CH:33][CH:34]=5)=[CH:25][CH:24]=4)[CH2:22][CH2:21]3)=[N:18][N:19]=[C:12]2[CH2:11]1)(C(C)(C)C)(C)C.Cl.[CH3:38][OH:39], predict the reaction product.